The task is: Predict which catalyst facilitates the given reaction.. This data is from Catalyst prediction with 721,799 reactions and 888 catalyst types from USPTO. Reactant: C([O:3][C:4](=O)[CH:5]([CH3:21])[CH2:6][C:7]1[N:11]([CH:12]2[CH2:14][CH2:13]2)[C:10]([C:15]2[CH:20]=[CH:19][N:18]=[CH:17][CH:16]=2)=[N:9][N:8]=1)C.O.[NH2:24][NH2:25]. Product: [CH:12]1([N:11]2[C:10]([C:15]3[CH:20]=[CH:19][N:18]=[CH:17][CH:16]=3)=[N:9][N:8]=[C:7]2[CH2:6][CH:5]([CH3:21])[C:4]([NH:24][NH2:25])=[O:3])[CH2:14][CH2:13]1. The catalyst class is: 8.